Dataset: Blood-brain barrier penetration binary classification data from Martins et al.. Task: Regression/Classification. Given a drug SMILES string, predict its absorption, distribution, metabolism, or excretion properties. Task type varies by dataset: regression for continuous measurements (e.g., permeability, clearance, half-life) or binary classification for categorical outcomes (e.g., BBB penetration, CYP inhibition). Dataset: bbb_martins. (1) The compound is Clc1ccc(C(OCCN2CCOCC2)c2ccccc2)cc1. The result is 1 (penetrates BBB). (2) The molecule is OC1OC(COCCOC(O)C(Cl)(Cl)Cl)C(OC2OC(COCCOCCOC(O)C(Cl)(Cl)Cl)CC(OC(O)C(Cl)(Cl)Cl)C2O)C(OCCOCCOC(O)C(Cl)(Cl)Cl)C1O. The result is 1 (penetrates BBB). (3) The drug is CC(=O)O[C@H]1C(=O)[C@@]2(C)C([C@H](OC(=O)c3ccccc3)[C@]3(O)C[C@H](OC(=O)[C@H](O)[C@@H](NC(=O)c4ccccc4)c4ccccc4)C(C)=C1C3(C)C)[C@]1(OC(C)=O)CO[C@@H]1C[C@@H]2O. The result is 0 (does not penetrate BBB). (4) The molecule is C1CCc2nnnn2CC1. The result is 1 (penetrates BBB). (5) The drug is CN(C)[C@@H]1C(=O)/C(=C(\N)O)C(=O)[C@@]2(O)C(=O)C3=C(O)c4c(O)ccc(Cl)c4[C@@](C)(O)[C@H]3C[C@@H]12.[Cl-].[H+]. The result is 0 (does not penetrate BBB). (6) The molecule is C#C[C@]1(O)CC[C@H]2[C@@H]3CCC4=CC(=O)CC[C@@H]4[C@H]3CC[C@@]21C. The result is 0 (does not penetrate BBB).